Dataset: Reaction yield outcomes from USPTO patents with 853,638 reactions. Task: Predict the reaction yield, written as a fraction of the theoretical maximum amount of product (1.0 means a 100% yield; for example, 0.34 means a 34% yield). (1) The reactants are [Cl:1][C:2]1[CH:3]=[C:4]([NH2:10])[C:5]([NH2:9])=[CH:6][C:7]=1[Cl:8].O.CN([CH:15]=[O:16])C. No catalyst specified. The product is [Cl:1][C:2]1[C:7]([Cl:8])=[CH:6][C:5]2[NH:9][C:15](=[O:16])[NH:10][C:4]=2[CH:3]=1. The yield is 0.900. (2) The reactants are [Cl:1][C:2]1[C:3]([C:18]#[N:19])=[CH:4][C:5]2[N:6]([C:8]([S:14](O)(=[O:16])=[O:15])=[C:9]([CH:11]([CH3:13])[CH3:12])[N:10]=2)[CH:7]=1.C(N(CC)CC)C.P(Cl)(Cl)([Cl:29])=O. The catalyst is ClC(Cl)C. The product is [Cl:1][C:2]1[C:3]([C:18]#[N:19])=[CH:4][C:5]2[N:6]([C:8]([S:14]([Cl:29])(=[O:16])=[O:15])=[C:9]([CH:11]([CH3:13])[CH3:12])[N:10]=2)[CH:7]=1. The yield is 0.750. (3) The reactants are [NH2:1][CH2:2][C@@H:3]1[O:7][C:6](=[O:8])[N:5]([C:9]2[CH:14]=[CH:13][C:12]([I:15])=[C:11]([F:16])[CH:10]=2)[CH2:4]1.[C:17](OC(=O)C)(=[O:19])[CH3:18]. The catalyst is C(Cl)Cl. The product is [F:16][C:11]1[CH:10]=[C:9]([N:5]2[CH2:4][C@H:3]([CH2:2][NH:1][C:17](=[O:19])[CH3:18])[O:7][C:6]2=[O:8])[CH:14]=[CH:13][C:12]=1[I:15]. The yield is 0.965. (4) The reactants are [Cl:1][CH2:2][CH2:3][CH2:4][C:5](Cl)=[O:6].N1C=CC=CC=1.[C:14]([OH:18])([CH3:17])([CH3:16])[CH3:15]. The catalyst is CN(C)C1C=CN=CC=1. The product is [Cl:1][CH2:2][CH2:3][CH2:4][C:5]([O:18][C:14]([CH3:17])([CH3:16])[CH3:15])=[O:6]. The yield is 0.730.